The task is: Predict the reaction yield, written as a fraction of the theoretical maximum amount of product (1.0 means a 100% yield; for example, 0.34 means a 34% yield).. This data is from Reaction yield outcomes from USPTO patents with 853,638 reactions. (1) The reactants are C[N+]1([O-])CC[O:5]CC1.C([C:13]1[CH:18]=[C:17]([N+:19]([O-:21])=[O:20])[CH:16]=[CH:15][C:14]=1[CH:22]=[C:23]([CH3:25])[CH3:24])(C)(C)C.[OH2:26]. The catalyst is CC(C)=O.O.[Os](=O)(=O)(=O)=O. The product is [CH3:24][C:23]([OH:5])([CH3:25])[CH:22]([C:14]1[CH:15]=[CH:16][C:17]([N+:19]([O-:21])=[O:20])=[CH:18][CH:13]=1)[OH:26]. The yield is 1.00. (2) The reactants are [CH2:1]([N:8]1[CH2:13][CH2:12][C:11]([C:15]2[CH:20]=[CH:19][C:18]([O:21][CH3:22])=[CH:17][CH:16]=2)(O)[CH2:10][CH2:9]1)[C:2]1[CH:7]=[CH:6][CH:5]=[CH:4][CH:3]=1.FC(F)(F)C(O)=O. The catalyst is C(Cl)Cl. The product is [CH2:1]([N:8]1[CH2:9][CH:10]=[C:11]([C:15]2[CH:16]=[CH:17][C:18]([O:21][CH3:22])=[CH:19][CH:20]=2)[CH2:12][CH2:13]1)[C:2]1[CH:3]=[CH:4][CH:5]=[CH:6][CH:7]=1. The yield is 0.880. (3) The catalyst is CN(C=O)C. The product is [OH:1][CH:2]([C:6]1[CH:11]=[CH:10][C:9]([C:12]2[N:16]=[C:15]([C:17]3[CH:18]=[N:19][N:20]([C:26]4[CH:27]=[CH:28][CH:29]=[CH:30][CH:31]=4)[C:21]=3[C:22]([F:23])([F:24])[F:25])[O:14][N:13]=2)=[CH:8][CH:7]=1)[C:3]([NH:32][CH2:33][CH2:34][CH2:35][OH:36])=[O:4]. The reactants are [OH:1][CH:2]([C:6]1[CH:11]=[CH:10][C:9]([C:12]2[N:16]=[C:15]([C:17]3[CH:18]=[N:19][N:20]([C:26]4[CH:31]=[CH:30][CH:29]=[CH:28][CH:27]=4)[C:21]=3[C:22]([F:25])([F:24])[F:23])[O:14][N:13]=2)=[CH:8][CH:7]=1)[C:3](O)=[O:4].[NH2:32][CH2:33][CH2:34][CH2:35][OH:36].CN(C(ON1N=NC2C=CC=NC1=2)=[N+](C)C)C.F[P-](F)(F)(F)(F)F.CN1CCOCC1. The yield is 0.344. (4) The reactants are Cl[C:2]1[C:7]([N+:8]([O-:10])=[O:9])=[CH:6][CH:5]=[C:4]([CH3:11])[N:3]=1.[CH2:12]([O:14][C:15](=[O:22])[CH2:16][C@@H:17]([NH2:21])[CH2:18][CH2:19][CH3:20])[CH3:13].C(N(C(C)C)CC)(C)C. The catalyst is CN(C=O)C.C(OCC)(=O)C. The product is [CH2:12]([O:14][C:15](=[O:22])[CH2:16][C@@H:17]([NH:21][C:2]1[C:7]([N+:8]([O-:10])=[O:9])=[CH:6][CH:5]=[C:4]([CH3:11])[N:3]=1)[CH2:18][CH2:19][CH3:20])[CH3:13]. The yield is 0.420. (5) The reactants are CS(C)=O.[Cl-].[CH3:6][C:7]1[C:16]2[CH2:15][CH2:14][CH2:13][CH2:12][C:11]=2[N:10]2[N:17]=[C:18]([CH2:20][OH:21])[N:19]=[C:9]2[N:8]=1.C(N(CC)CC)C. The catalyst is ClCCl.O. The product is [CH3:6][C:7]1[C:16]2[CH2:15][CH2:14][CH2:13][CH2:12][C:11]=2[N:10]2[N:17]=[C:18]([CH:20]=[O:21])[N:19]=[C:9]2[N:8]=1. The yield is 0.990.